Regression/Classification. Given a drug SMILES string, predict its absorption, distribution, metabolism, or excretion properties. Task type varies by dataset: regression for continuous measurements (e.g., permeability, clearance, half-life) or binary classification for categorical outcomes (e.g., BBB penetration, CYP inhibition). For this dataset (solubility_aqsoldb), we predict Y. From a dataset of Aqueous solubility values for 9,982 compounds from the AqSolDB database. (1) The molecule is CCCCCC(CO)Cc1ccccc1. The Y is -3.84 log mol/L. (2) The compound is CC(NC(N)=O)NC(N)=O. The Y is -0.592 log mol/L. (3) The drug is c1ccc2c(c1)CCN2. The Y is -1.04 log mol/L. (4) The Y is -1.49 log mol/L. The compound is COc1ccc2cc(C(C)C(=O)OCCN3CCN(C)CC3)ccc2c1. (5) The drug is CCCCCCCCCCCCCCCCCC(=O)[O-].CCCCCCCCCCCCCCCCCC(=O)[O-].[Co+2]. The Y is -5.27 log mol/L.